From a dataset of Forward reaction prediction with 1.9M reactions from USPTO patents (1976-2016). Predict the product of the given reaction. (1) Given the reactants Br[C:2]1[S:10][C:9]2[C:8](=[O:11])[N:7]([CH:12]3[CH2:17][CH2:16][N:15]([C:18]([O:20][C:21]([CH3:24])([CH3:23])[CH3:22])=[O:19])[CH2:14][CH2:13]3)[C:6](=[O:25])[N:5]([CH2:26][C:27]3[O:31][N:30]=[C:29]([CH2:32][CH3:33])[N:28]=3)[C:4]=2[CH:3]=1.[F:34][C:35]1[CH:36]=[C:37](B(O)O)[CH:38]=[CH:39][C:40]=1[F:41].C(=O)([O-])[O-].[Cs+].[Cs+], predict the reaction product. The product is: [F:34][C:35]1[CH:36]=[C:37]([C:2]2[S:10][C:9]3[C:8](=[O:11])[N:7]([CH:12]4[CH2:13][CH2:14][N:15]([C:18]([O:20][C:21]([CH3:23])([CH3:24])[CH3:22])=[O:19])[CH2:16][CH2:17]4)[C:6](=[O:25])[N:5]([CH2:26][C:27]4[O:31][N:30]=[C:29]([CH2:32][CH3:33])[N:28]=4)[C:4]=3[CH:3]=2)[CH:38]=[CH:39][C:40]=1[F:41]. (2) Given the reactants Cl.C[O:3][C:4](=O)[C@H:5]([CH3:7])[NH2:6].[NH2:9][C@H:10]([C:16]([OH:18])=[O:17])[CH2:11][CH2:12][C:13](=[O:15])[NH2:14].C(N(CC(O)=O)CC(O)=O)CN(CC(O)=O)CC(O)=O, predict the reaction product. The product is: [NH2:6][C@H:5]([C:4]([NH:9][C@H:10]([C:16]([OH:18])=[O:17])[CH2:11][CH2:12][C:13](=[O:15])[NH2:14])=[O:3])[CH3:7]. (3) The product is: [Cl:27][C:16]1[C:17]2[C:9]([C:6]3[CH:7]=[CH:8][C:3]([O:2][CH3:1])=[CH:4][CH:5]=3)=[C:10]([C:19]3[CH:24]=[CH:23][CH:22]=[CH:21][CH:20]=3)[O:11][C:12]=2[N:13]=[CH:14][N:15]=1. Given the reactants [CH3:1][O:2][C:3]1[CH:8]=[CH:7][C:6]([C:9]2[C:17]3[C:16](=O)[NH:15][CH:14]=[N:13][C:12]=3[O:11][C:10]=2[C:19]2[CH:24]=[CH:23][CH:22]=[CH:21][CH:20]=2)=[CH:5][CH:4]=1.P(Cl)(Cl)([Cl:27])=O.Cl.N, predict the reaction product.